Dataset: NCI-60 drug combinations with 297,098 pairs across 59 cell lines. Task: Regression. Given two drug SMILES strings and cell line genomic features, predict the synergy score measuring deviation from expected non-interaction effect. Drug 1: CC1C(C(CC(O1)OC2CC(CC3=C2C(=C4C(=C3O)C(=O)C5=C(C4=O)C(=CC=C5)OC)O)(C(=O)CO)O)N)O.Cl. Drug 2: COC1=CC(=CC(=C1O)OC)C2C3C(COC3=O)C(C4=CC5=C(C=C24)OCO5)OC6C(C(C7C(O6)COC(O7)C8=CC=CS8)O)O. Cell line: A549. Synergy scores: CSS=45.2, Synergy_ZIP=0.0242, Synergy_Bliss=-1.26, Synergy_Loewe=-11.3, Synergy_HSA=-0.459.